From a dataset of Full USPTO retrosynthesis dataset with 1.9M reactions from patents (1976-2016). Predict the reactants needed to synthesize the given product. (1) Given the product [NH4+:1].[OH-:8].[CH3:21][OH:22].[CH2:26]([Cl:28])[Cl:25].[CH3:2][CH2:3][O:22][C:21]([CH3:20])=[O:23], predict the reactants needed to synthesize it. The reactants are: [N:1]1C=CC=[C:3](C=[O:8])[CH:2]=1.CN(C)CCN1CCNCC1.[CH3:20][C:21]([OH:23])=[O:22].[Na].[Cl:25][CH:26]([Cl:28])C. (2) Given the product [Cl:23][C:24]1[CH:29]=[C:28]([O:8][C:6]2[CH:5]=[CH:4][C:3]([NH:9][C:10](=[O:16])[O:11][C:12]([CH3:13])([CH3:15])[CH3:14])=[C:2]([F:1])[CH:7]=2)[CH:27]=[CH:26][N:25]=1, predict the reactants needed to synthesize it. The reactants are: [F:1][C:2]1[CH:7]=[C:6]([OH:8])[CH:5]=[CH:4][C:3]=1[NH:9][C:10](=[O:16])[O:11][C:12]([CH3:15])([CH3:14])[CH3:13].CC([O-])(C)C.[K+].[Cl:23][C:24]1[CH:29]=[C:28](F)[CH:27]=[CH:26][N:25]=1. (3) Given the product [CH3:1][O:2][C:3](=[O:26])[CH2:4][CH2:5][CH2:6][CH2:7][CH2:8][O:9][C:10]1[CH:11]=[CH:12][C:13]2[N:17]=[C:16]([S:18][CH2:27][C:28]3[CH:33]=[CH:32][CH:31]=[CH:30][CH:29]=3)[N:15]([C:19]3[CH:20]=[CH:21][CH:22]=[CH:23][CH:24]=3)[C:14]=2[CH:25]=1, predict the reactants needed to synthesize it. The reactants are: [CH3:1][O:2][C:3](=[O:26])[CH2:4][CH2:5][CH2:6][CH2:7][CH2:8][O:9][C:10]1[CH:11]=[CH:12][C:13]2[N:17]=[C:16]([SH:18])[N:15]([C:19]3[CH:24]=[CH:23][CH:22]=[CH:21][CH:20]=3)[C:14]=2[CH:25]=1.[CH2:27](Br)[C:28]1[CH:33]=[CH:32][CH:31]=[CH:30][CH:29]=1.C(=O)(O)[O-].[K+].C1CC2OCCOCCOC3C(OCCOCCOC2CC1)CCCC3. (4) Given the product [C:32]([O:31][C:30]([NH:29][C:8]1[CH2:9][C:10]([C:12](=[O:28])[N:13]([CH2:17][CH2:18][CH2:19][O:20][Si:21]([C:24]([CH3:27])([CH3:25])[CH3:26])([CH3:22])[CH3:23])[CH2:14][CH2:15][CH3:16])=[CH:11][C:5]2[CH:4]=[CH:3][C:2]([C:43]3[CH:42]=[CH:41][C:40]([CH2:45][C:46]([O:48][CH2:49][CH:50]([CH3:52])[CH3:51])=[O:47])=[CH:39][CH:44]=3)=[CH:37][C:6]=2[N:7]=1)=[O:36])([CH3:34])([CH3:35])[CH3:33], predict the reactants needed to synthesize it. The reactants are: Br[C:2]1[CH:3]=[CH:4][C:5]2=[C:6]([CH:37]=1)[N:7]=[C:8]([NH:29][C:30](=[O:36])[O:31][C:32]([CH3:35])([CH3:34])[CH3:33])[CH2:9][C:10]([C:12](=[O:28])[N:13]([CH2:17][CH2:18][CH2:19][O:20][Si:21]([C:24]([CH3:27])([CH3:26])[CH3:25])([CH3:23])[CH3:22])[CH2:14][CH2:15][CH3:16])=[CH:11]2.Br[C:39]1[CH:44]=[CH:43][CH:42]=[CH:41][C:40]=1[CH2:45][C:46]([O:48][CH2:49][CH:50]([CH3:52])[CH3:51])=[O:47].C(=O)([O-])[O-].[K+].[K+]. (5) Given the product [F:12][C:13]([F:18])([F:17])[CH2:14][CH2:15][O:16][C:2]1[CH:11]=[CH:10][C:5]([C:6]([O:8][CH3:9])=[O:7])=[CH:4][N:3]=1, predict the reactants needed to synthesize it. The reactants are: Cl[C:2]1[CH:11]=[CH:10][C:5]([C:6]([O:8][CH3:9])=[O:7])=[CH:4][N:3]=1.[F:12][C:13]([F:18])([F:17])[CH2:14][CH2:15][OH:16]. (6) Given the product [Cl:1][C:2]1[CH:7]=[CH:6][CH:5]=[CH:4][C:3]=1[C@@H:8]([OH:10])[CH3:9], predict the reactants needed to synthesize it. The reactants are: [Cl:1][C:2]1[CH:7]=[CH:6][CH:5]=[CH:4][C:3]=1[C:8](=[O:10])[CH3:9].B1(C)OC(C2C=CC=CC=2)(C2C=CC=CC=2)[C@@H]2N1CCC2.